This data is from Forward reaction prediction with 1.9M reactions from USPTO patents (1976-2016). The task is: Predict the product of the given reaction. (1) Given the reactants Br[C:2]1[CH:3]=[CH:4][C:5]([O:17][CH3:18])=[C:6]([CH:16]=1)[CH2:7][NH:8][C:9](=[O:15])[O:10][C:11]([CH3:14])([CH3:13])[CH3:12].C([Li])CCC.CC1(C)[O:32][C:31](=O)[C:28]2([CH2:30][CH2:29]2)[C:27](=[O:34])[O:26]1.[Cl-].[NH4+].Cl, predict the reaction product. The product is: [C:11]([O:10][C:9]([NH:8][CH2:7][C:6]1[CH:16]=[C:2]([CH:3]=[CH:4][C:5]=1[O:17][CH3:18])[C:31]([C:28]1([C:27]([OH:34])=[O:26])[CH2:30][CH2:29]1)=[O:32])=[O:15])([CH3:14])([CH3:13])[CH3:12]. (2) Given the reactants [NH2:1][C:2]1[C:7]([S:8][CH2:9][C:10](OCC)=[O:11])=[CH:6][N:5]=[C:4]([Cl:15])[N:3]=1.C(=O)([O-])[O-].[Cs+].[Cs+], predict the reaction product. The product is: [Cl:15][C:4]1[NH:3][C:2]2[C:7]([S:8][CH2:9][C:10](=[O:11])[N:1]=2)=[CH:6][N:5]=1. (3) Given the reactants [NH:1]([C:18]([O:20]CC1C2C(=CC=CC=2)C2C1=CC=CC=2)=O)[C@H:2]([C:15]([OH:17])=[O:16])[CH2:3][C:4]1[CH:9]=[CH:8][C:7]([O:10]C(C)(C)C)=[CH:6][CH:5]=1.[C:35]1([C:41]2[CH:46]=[C:45]([C:47]3[CH:52]=[CH:51][CH:50]=[CH:49][CH:48]=3)[N:44]=[C:43]([O:53][CH2:54][CH2:55][CH2:56][CH2:57][CH2:58]C(O)=O)[CH:42]=2)[CH:40]=[CH:39][CH:38]=[CH:37][CH:36]=1.CN(C(ON1N=NC2C=CC=CC1=2)=[N+](C)C)C.F[P-](F)(F)(F)(F)F.C1C=CC2N(O)N=NC=2C=1, predict the reaction product. The product is: [C:35]1([C:41]2[CH:46]=[C:45]([C:47]3[CH:52]=[CH:51][CH:50]=[CH:49][CH:48]=3)[N:44]=[C:43]([O:53][CH2:54][CH2:55][CH2:56][CH2:57][CH2:58][C:18]([NH:1][C@H:2]([C:15]([OH:17])=[O:16])[CH2:3][C:4]3[CH:5]=[CH:6][C:7]([OH:10])=[CH:8][CH:9]=3)=[O:20])[CH:42]=2)[CH:40]=[CH:39][CH:38]=[CH:37][CH:36]=1. (4) Given the reactants C([O:4][C:5]1[CH:24]=[CH:23][C:8]([C:9]2[CH2:10][O:11][C:12]3[C:17]([CH:18]=2)=[CH:16][CH:15]=[C:14]([O:19]C(=O)C)[CH:13]=3)=[CH:7][CH:6]=1)(=O)C.C[Si](C)(C)[C:27]1[NH:28][CH:29]=[CH:30][CH:31]=1, predict the reaction product. The product is: [OH:4][C:5]1[CH:24]=[CH:23][C:8]([C:9]2[CH:10]([C:27]3[NH:28][CH:29]=[CH:30][CH:31]=3)[O:11][C:12]3[C:17]([CH:18]=2)=[CH:16][CH:15]=[C:14]([OH:19])[CH:13]=3)=[CH:7][CH:6]=1. (5) Given the reactants [CH3:1][N:2]([CH:21]([CH3:23])[CH3:22])[C:3]1[CH:20]=[N:19][C:6]2[CH2:7][N:8]([C:12]([O:14][C:15]([CH3:18])([CH3:17])[CH3:16])=[O:13])[CH2:9][CH2:10][O:11][C:5]=2[N:4]=1.[Br:24]N1C(=O)CCC1=O.C(#N)C, predict the reaction product. The product is: [Br:24][C:20]1[C:3]([N:2]([CH3:1])[CH:21]([CH3:23])[CH3:22])=[N:4][C:5]2[O:11][CH2:10][CH2:9][N:8]([C:12]([O:14][C:15]([CH3:18])([CH3:16])[CH3:17])=[O:13])[CH2:7][C:6]=2[N:19]=1. (6) Given the reactants [CH2:1]([SH:8])[C:2]1[CH:7]=[CH:6][CH:5]=[CH:4][CH:3]=1.[OH-].[Na+].[CH:11]1[CH:16]=[CH:15][C:14]([O:17][C:18](Cl)=[S:19])=[CH:13][CH:12]=1.C(OCC)C, predict the reaction product. The product is: [O:17]([C:14]1[CH:15]=[CH:16][CH:11]=[CH:12][CH:13]=1)[C:18]([S:8][CH2:1][C:2]1[CH:7]=[CH:6][CH:5]=[CH:4][CH:3]=1)=[S:19]. (7) Given the reactants [N:1]1[CH:6]=[CH:5][C:4]([CH3:7])=[CH:3][CH:2]=1.[Br:8][C:9]1[CH:19]=[CH:18][C:12]([O:13][CH2:14][CH:15]2[CH2:17][O:16]2)=[CH:11][CH:10]=1, predict the reaction product. The product is: [Br:8][C:9]1[CH:19]=[CH:18][C:12]([O:13][CH2:14][CH:15]([OH:16])[CH2:17][CH2:7][C:4]2[CH:5]=[CH:6][N:1]=[CH:2][CH:3]=2)=[CH:11][CH:10]=1. (8) Given the reactants [C:1]1([C:7]2[O:8][C:9]3[CH:15]=[C:14]([C:16](=[O:20])[CH2:17][CH2:18][CH3:19])[CH:13]=[CH:12][C:10]=3[N:11]=2)[CH:6]=[CH:5][CH:4]=[CH:3][CH:2]=1.[Br-:21].[Br-].[Br-].[NH+]1C=CC=CC=1.[NH+]1C=CC=CC=1.[NH+]1C=CC=CC=1.Br.C(=O)([O-])[O-].[K+].[K+], predict the reaction product. The product is: [Br:21][CH:17]([CH2:18][CH3:19])[C:16]([C:14]1[CH:13]=[CH:12][C:10]2[N:11]=[C:7]([C:1]3[CH:6]=[CH:5][CH:4]=[CH:3][CH:2]=3)[O:8][C:9]=2[CH:15]=1)=[O:20].